From a dataset of Full USPTO retrosynthesis dataset with 1.9M reactions from patents (1976-2016). Predict the reactants needed to synthesize the given product. Given the product [CH3:13][N:14]([CH3:16])[CH:15]=[CH:2][C:1]([C:4]1[CH:5]=[N:6][C:7]([Cl:10])=[CH:8][CH:9]=1)=[O:3], predict the reactants needed to synthesize it. The reactants are: [C:1]([C:4]1[CH:5]=[N:6][C:7]([Cl:10])=[CH:8][CH:9]=1)(=[O:3])[CH3:2].CO[CH:13](OC)[N:14]([CH3:16])[CH3:15].